This data is from Forward reaction prediction with 1.9M reactions from USPTO patents (1976-2016). The task is: Predict the product of the given reaction. (1) Given the reactants [C:1]([C@@H:3]1[CH2:8][CH2:7][N:6]([C:9]([O:11][CH2:12][CH3:13])=[O:10])[CH2:5][C@H:4]1[O:14][CH2:15][CH3:16])#[N:2].N.[H][H], predict the reaction product. The product is: [NH2:2][CH2:1][C@@H:3]1[CH2:8][CH2:7][N:6]([C:9]([O:11][CH2:12][CH3:13])=[O:10])[CH2:5][C@H:4]1[O:14][CH2:15][CH3:16]. (2) Given the reactants C(N([P:8]([N:12]([CH:16]([CH3:18])[CH3:17])[CH:13]([CH3:15])[CH3:14])(Cl)([O-:10])[O-:9])C(C)C)(C)C.[O:19]([CH2:26][C:27]([NH:29][C:30]1[NH:31][C:32](=[O:70])[C:33]2[N:34]=[CH:35][N:36]([C:68]=2[N:69]=1)[C@@H:37]1[O:67][C@H:41]([CH2:42][O:43][C:44]([C:61]2[CH:66]=[CH:65][CH:64]=[CH:63][CH:62]=2)([C:53]2[CH:58]=[CH:57][C:56]([O:59][CH3:60])=[CH:55][CH:54]=2)[C:45]2[CH:50]=[CH:49][C:48]([O:51][CH3:52])=[CH:47][CH:46]=2)[C@@H:39]([OH:40])[CH2:38]1)=[O:28])[C:20]1[CH:25]=[CH:24][CH:23]=[CH:22][CH:21]=1.C(N(C(C)C)C(C)C)C.[C:80]([O:83][C@@H:84]1[C@@H:96]([O:97][C:98](=[O:100])[CH3:99])[C@@H:95]([O:101][C:102](=[O:104])[CH3:103])[C@@H:94]([CH2:105][O:106][C:107](=[O:109])[CH3:108])[O:93][C@H:85]1[O:86][CH2:87][CH2:88][O:89][CH2:90][CH2:91]O)(=[O:82])[CH3:81].N1C=NN=N1.O(CC(NC1NC(=O)C2N=CN(C=2N=1)[C@@H]1O[C@H](COC(C2C=CC=CC=2)(C2C=CC(OC)=CC=2)C2C=CC(OC)=CC=2)[C@@H](OP(N(C(C)C)C(C)C)(OCCOCCO[C@@H]2O[C@H](COC(=O)C)[C@@H](OC(=O)C)[C@H](OC(=O)C)[C@H]2OC(=O)C)=O)C1)=O)C1C=CC=CC=1, predict the reaction product. The product is: [O:19]([CH2:26][C:27]([NH:29][C:30]1[NH:31][C:32](=[O:70])[C:33]2[N:34]=[CH:35][N:36]([C:68]=2[N:69]=1)[C@@H:37]1[O:67][C@H:41]([CH2:42][O:43][C:44]([C:61]2[CH:66]=[CH:65][CH:64]=[CH:63][CH:62]=2)([C:45]2[CH:50]=[CH:49][C:48]([O:51][CH3:52])=[CH:47][CH:46]=2)[C:53]2[CH:54]=[CH:55][C:56]([O:59][CH3:60])=[CH:57][CH:58]=2)[C@@H:39]([O:40][P:8]([N:12]([CH:13]([CH3:14])[CH3:15])[CH:16]([CH3:17])[CH3:18])([O:9][CH2:91][CH2:90][O:89][CH2:88][CH2:87][O:86][C@@H:85]2[O:93][C@H:94]([CH2:105][O:106][C:107](=[O:109])[CH3:108])[C@H:95]([O:101][C:102](=[O:104])[CH3:103])[C@H:96]([O:97][C:98](=[O:100])[CH3:99])[C@H:84]2[O:83][C:80](=[O:82])[CH3:81])=[O:10])[CH2:38]1)=[O:28])[C:20]1[CH:21]=[CH:22][CH:23]=[CH:24][CH:25]=1. (3) Given the reactants CN1CCOCC1.[C:8]([O:12][C:13]([NH:15][CH:16]([CH3:20])[C:17]([OH:19])=O)=[O:14])([CH3:11])([CH3:10])[CH3:9].ClC(OCC(C)C)=O.S(C1C=CC(C)=CC=1)(O)(=O)=O.[NH2:40][CH:41]([C:47](=[O:49])[CH3:48])[C:42]([O:44][CH2:45][CH3:46])=[O:43], predict the reaction product. The product is: [C:8]([O:12][C:13]([NH:15][CH:16]([CH3:20])[C:17]([NH:40][CH:41]([C:47](=[O:49])[CH3:48])[C:42]([O:44][CH2:45][CH3:46])=[O:43])=[O:19])=[O:14])([CH3:9])([CH3:10])[CH3:11]. (4) Given the reactants [CH3:1][O:2][C:3]1[CH:15]=[CH:14][C:6]2[N:7]([CH3:13])[C:8](=[O:12])O[C:10](=[O:11])[C:5]=2[CH:4]=1.[H-].[Na+].C(OC(=O)[CH2:22][C:23]#[N:24])C, predict the reaction product. The product is: [OH:11][C:10]1[C:5]2[C:6](=[CH:14][CH:15]=[C:3]([O:2][CH3:1])[CH:4]=2)[N:7]([CH3:13])[C:8](=[O:12])[C:22]=1[C:23]#[N:24]. (5) Given the reactants O.[NH2:2][NH2:3].CO[C:6](=[O:28])[C:7]([NH:9][C:10]1[CH:11]=[CH:12][C:13]([O:16][CH:17]2[CH2:22][CH2:21][CH:20]([C:23]([O:25][CH2:26][CH3:27])=[O:24])[CH2:19][CH2:18]2)=[N:14][CH:15]=1)=[O:8], predict the reaction product. The product is: [NH:2]([C:6](=[O:28])[C:7]([NH:9][C:10]1[CH:11]=[CH:12][C:13]([O:16][CH:17]2[CH2:18][CH2:19][CH:20]([C:23]([O:25][CH2:26][CH3:27])=[O:24])[CH2:21][CH2:22]2)=[N:14][CH:15]=1)=[O:8])[NH2:3]. (6) Given the reactants N1C=CC=N1.[F:6][C:7]1[CH:12]=[CH:11][C:10]([C:13](=[O:15])[CH3:14])=[CH:9][CH:8]=1.[C:16](OCC)(=[O:22])[C:17]([O:19][CH2:20][CH3:21])=[O:18], predict the reaction product. The product is: [F:6][C:7]1[CH:12]=[CH:11][C:10]([C:13](=[O:15])[CH2:14][C:16](=[O:22])[C:17]([O:19][CH2:20][CH3:21])=[O:18])=[CH:9][CH:8]=1.